Dataset: Peptide-MHC class II binding affinity with 134,281 pairs from IEDB. Task: Regression. Given a peptide amino acid sequence and an MHC pseudo amino acid sequence, predict their binding affinity value. This is MHC class II binding data. (1) The peptide sequence is STGGAYDTYKCIPSL. The MHC is HLA-DPA10103-DPB10401 with pseudo-sequence HLA-DPA10103-DPB10401. The binding affinity (normalized) is 0.378. (2) The peptide sequence is WQSGSGGVWREMHHL. The MHC is DRB1_0101 with pseudo-sequence DRB1_0101. The binding affinity (normalized) is 0.365. (3) The peptide sequence is RKQKYKLRHSDYEYK. The binding affinity (normalized) is 0.509. The MHC is DRB1_0101 with pseudo-sequence DRB1_0101.